From a dataset of NCI-60 drug combinations with 297,098 pairs across 59 cell lines. Regression. Given two drug SMILES strings and cell line genomic features, predict the synergy score measuring deviation from expected non-interaction effect. (1) Drug 2: COC1=CC(=CC(=C1O)OC)C2C3C(COC3=O)C(C4=CC5=C(C=C24)OCO5)OC6C(C(C7C(O6)COC(O7)C8=CC=CS8)O)O. Synergy scores: CSS=30.3, Synergy_ZIP=-3.80, Synergy_Bliss=-1.35, Synergy_Loewe=1.96, Synergy_HSA=3.08. Drug 1: CCC1=CC2CC(C3=C(CN(C2)C1)C4=CC=CC=C4N3)(C5=C(C=C6C(=C5)C78CCN9C7C(C=CC9)(C(C(C8N6C)(C(=O)OC)O)OC(=O)C)CC)OC)C(=O)OC.C(C(C(=O)O)O)(C(=O)O)O. Cell line: TK-10. (2) Drug 1: C1C(C(OC1N2C=NC3=C(N=C(N=C32)Cl)N)CO)O. Drug 2: CN1C(=O)N2C=NC(=C2N=N1)C(=O)N. Cell line: PC-3. Synergy scores: CSS=11.3, Synergy_ZIP=-0.285, Synergy_Bliss=2.22, Synergy_Loewe=-4.22, Synergy_HSA=-0.306. (3) Synergy scores: CSS=11.1, Synergy_ZIP=-6.90, Synergy_Bliss=0.105, Synergy_Loewe=-20.1, Synergy_HSA=-2.61. Cell line: NCI-H322M. Drug 1: C1C(C(OC1N2C=NC3=C2NC=NCC3O)CO)O. Drug 2: B(C(CC(C)C)NC(=O)C(CC1=CC=CC=C1)NC(=O)C2=NC=CN=C2)(O)O. (4) Drug 1: CCC(=C(C1=CC=CC=C1)C2=CC=C(C=C2)OCCN(C)C)C3=CC=CC=C3.C(C(=O)O)C(CC(=O)O)(C(=O)O)O. Drug 2: CC1=C(N=C(N=C1N)C(CC(=O)N)NCC(C(=O)N)N)C(=O)NC(C(C2=CN=CN2)OC3C(C(C(C(O3)CO)O)O)OC4C(C(C(C(O4)CO)O)OC(=O)N)O)C(=O)NC(C)C(C(C)C(=O)NC(C(C)O)C(=O)NCCC5=NC(=CS5)C6=NC(=CS6)C(=O)NCCC[S+](C)C)O. Cell line: SN12C. Synergy scores: CSS=14.6, Synergy_ZIP=-3.56, Synergy_Bliss=4.29, Synergy_Loewe=-12.6, Synergy_HSA=1.81. (5) Drug 1: C1=CC=C(C=C1)NC(=O)CCCCCCC(=O)NO. Drug 2: CC12CCC3C(C1CCC2OP(=O)(O)O)CCC4=C3C=CC(=C4)OC(=O)N(CCCl)CCCl.[Na+]. Cell line: SF-268. Synergy scores: CSS=13.8, Synergy_ZIP=-0.707, Synergy_Bliss=3.02, Synergy_Loewe=-39.5, Synergy_HSA=2.23. (6) Cell line: SF-295. Drug 1: CC1=CC=C(C=C1)C2=CC(=NN2C3=CC=C(C=C3)S(=O)(=O)N)C(F)(F)F. Drug 2: CN1C2=C(C=C(C=C2)N(CCCl)CCCl)N=C1CCCC(=O)O.Cl. Synergy scores: CSS=0.300, Synergy_ZIP=-0.260, Synergy_Bliss=0.842, Synergy_Loewe=-0.912, Synergy_HSA=-0.770. (7) Drug 1: COC1=C(C=C2C(=C1)N=CN=C2NC3=CC(=C(C=C3)F)Cl)OCCCN4CCOCC4. Drug 2: C1=NC2=C(N1)C(=S)N=CN2. Cell line: NCI-H522. Synergy scores: CSS=39.7, Synergy_ZIP=-6.97, Synergy_Bliss=-10.6, Synergy_Loewe=-10.4, Synergy_HSA=-6.18. (8) Drug 1: C1CCC(CC1)NC(=O)N(CCCl)N=O. Drug 2: CCC1(CC2CC(C3=C(CCN(C2)C1)C4=CC=CC=C4N3)(C5=C(C=C6C(=C5)C78CCN9C7C(C=CC9)(C(C(C8N6C)(C(=O)OC)O)OC(=O)C)CC)OC)C(=O)OC)O.OS(=O)(=O)O. Cell line: HOP-62. Synergy scores: CSS=4.88, Synergy_ZIP=-3.70, Synergy_Bliss=-7.58, Synergy_Loewe=-26.9, Synergy_HSA=-8.36. (9) Drug 2: CCC1=C2CN3C(=CC4=C(C3=O)COC(=O)C4(CC)O)C2=NC5=C1C=C(C=C5)O. Drug 1: C1CC2CC3=C(CC1C24CN(S(=O)(=O)N4)CC(F)(F)F)C=CC(=C3)C=CCN5CCC(CC5)C(F)(F)F. Synergy scores: CSS=41.2, Synergy_ZIP=1.23, Synergy_Bliss=3.99, Synergy_Loewe=3.87, Synergy_HSA=8.93. Cell line: UACC62.